From a dataset of Reaction yield outcomes from USPTO patents with 853,638 reactions. Predict the reaction yield, written as a fraction of the theoretical maximum amount of product (1.0 means a 100% yield; for example, 0.34 means a 34% yield). (1) The reactants are [F:1][C:2]1[CH:7]=[CH:6][C:5]([C:8](=[O:15])[CH2:9][CH2:10][CH2:11][C:12]([OH:14])=O)=[CH:4][CH:3]=1.CN(C1C=CC=CN=1)C.CC(C)(C)C(Cl)=O.[C:32]1([C@H:38]2[CH2:42][O:41][C:40](=[O:43])[NH:39]2)[CH:37]=[CH:36][CH:35]=[CH:34][CH:33]=1. The catalyst is CN(C)C=O.CN(C)C1C=CN=CC=1. The product is [C:32]1([C@H:38]2[CH2:42][O:41][C:40](=[O:43])[N:39]2[C:12](=[O:14])[CH2:11][CH2:10][CH2:9][C:8]([C:5]2[CH:4]=[CH:3][C:2]([F:1])=[CH:7][CH:6]=2)=[O:15])[CH:33]=[CH:34][CH:35]=[CH:36][CH:37]=1. The yield is 0.857. (2) The reactants are Cl.O1CCOCC1.[NH2:8][C:9]1[N:14]=[CH:13][N:12]=[C:11]2[N:15]([C@@H:37]3[CH2:42][CH2:41][CH2:40][N:39](C(OC(C)(C)C)=O)[CH2:38]3)[N:16]=[C:17]([C:18]3[CH:23]=[CH:22][C:21]([C:24](=[O:36])[NH:25][C:26]4[CH:31]=[C:30]([C:32]([F:35])([F:34])[F:33])[CH:29]=[CH:28][N:27]=4)=[CH:20][CH:19]=3)[C:10]=12. The catalyst is O. The product is [NH2:8][C:9]1[N:14]=[CH:13][N:12]=[C:11]2[N:15]([C@@H:37]3[CH2:42][CH2:41][CH2:40][NH:39][CH2:38]3)[N:16]=[C:17]([C:18]3[CH:19]=[CH:20][C:21]([C:24]([NH:25][C:26]4[CH:31]=[C:30]([C:32]([F:34])([F:33])[F:35])[CH:29]=[CH:28][N:27]=4)=[O:36])=[CH:22][CH:23]=3)[C:10]=12. The yield is 0.260. (3) The reactants are C(C[C@@H:4]1[CH2:10][CH:9]2[N:11](C(OC(C)(C)C)=O)[CH:5]1[CH2:6][O:7][CH2:8]2)#N.[C:19]([OH:22])(=[O:21])[CH3:20]. The catalyst is Cl. The product is [CH:9]12[NH:11][CH:5]([C@H:4]([CH2:20][C:19]([OH:22])=[O:21])[CH2:10]1)[CH2:6][O:7][CH2:8]2. The yield is 0.990. (4) The reactants are [Cl:1][CH2:2][CH2:3][O:4][C:5]1[CH:26]=[CH:25][C:8]([C:9]([CH:11]2[C:19](=[O:20])[C:18]3[C:13](=[CH:14][CH:15]=[CH:16][C:17]=3[N+:21]([O-])=O)[C:12]2=[O:24])=[O:10])=[CH:7][CH:6]=1. The catalyst is C1COCC1.[Pd]. The product is [NH2:21][C:17]1[CH:16]=[CH:15][CH:14]=[C:13]2[C:18]=1[C:19](=[O:20])[CH:11]([C:9](=[O:10])[C:8]1[CH:25]=[CH:26][C:5]([O:4][CH2:3][CH2:2][Cl:1])=[CH:6][CH:7]=1)[C:12]2=[O:24]. The yield is 0.980. (5) The reactants are [Cl:1][C:2]1[CH:3]=[C:4]([OH:26])[C:5]2[CH2:16][CH:15]=[CH:14][CH2:13][CH2:12][C:11]3[CH:17]=[C:18]([CH3:23])[N:19]=[C:20]([O:21][CH3:22])[C:10]=3[CH2:9][NH:8][C:7](=[O:24])[C:6]=2[CH:25]=1.I[CH:28]([CH3:30])[CH3:29].C([O-])([O-])=O.[Cs+].[Cs+]. The catalyst is CN(C=O)C.O. The product is [Cl:1][C:2]1[CH:3]=[C:4]([O:26][CH:28]([CH3:30])[CH3:29])[C:5]2[CH2:16][CH:15]=[CH:14][CH2:13][CH2:12][C:11]3[CH:17]=[C:18]([CH3:23])[N:19]=[C:20]([O:21][CH3:22])[C:10]=3[CH2:9][NH:8][C:7](=[O:24])[C:6]=2[CH:25]=1. The yield is 0.900. (6) The reactants are [C:1]1([N:7]2[CH:12]=[CH:11][C:10]([CH2:13][CH2:14][CH2:15][CH2:16][CH2:17][CH2:18][C:19]3[N:20]=[N:21][NH:22][CH:23]=3)=[C:9]([OH:24])[C:8]2=O)[CH:6]=[CH:5][CH:4]=[CH:3][CH:2]=1.P12(SP3(SP(SP(S3)(S1)=S)(=S)S2)=S)=[S:27].C1(N2C=CC(CCCC3N=NNC=3)=C(O)C2=S)C=CC=CC=1. No catalyst specified. The product is [C:1]1([N:7]2[CH:12]=[CH:11][C:10]([CH2:13][CH2:14][CH2:15][CH2:16][CH2:17][CH2:18][C:19]3[N:20]=[N:21][NH:22][CH:23]=3)=[C:9]([OH:24])[C:8]2=[S:27])[CH:6]=[CH:5][CH:4]=[CH:3][CH:2]=1. The yield is 0.420. (7) The reactants are Cl[C:2]1[N:7]=[C:6]([NH:8][C:9]2[CH:14]=[CH:13][CH:12]=[C:11]([OH:15])[CH:10]=2)[C:5]([F:16])=[CH:4][N:3]=1.[NH2:17][CH2:18][CH2:19][C:20]1[C:28]2[C:23](=[CH:24][CH:25]=[CH:26][CH:27]=2)[NH:22][CH:21]=1. No catalyst specified. The product is [F:16][C:5]1[C:6]([NH:8][C:9]2[CH:14]=[CH:13][CH:12]=[C:11]([OH:15])[CH:10]=2)=[N:7][C:2]([NH:17][CH2:18][CH2:19][C:20]2[C:28]3[C:23](=[CH:24][CH:25]=[CH:26][CH:27]=3)[NH:22][CH:21]=2)=[N:3][CH:4]=1. The yield is 0.530.